From a dataset of Reaction yield outcomes from USPTO patents with 853,638 reactions. Predict the reaction yield, written as a fraction of the theoretical maximum amount of product (1.0 means a 100% yield; for example, 0.34 means a 34% yield). (1) The reactants are CC(OI1(OC(C)=O)(OC(C)=O)OC(=O)C2C=CC=CC1=2)=O.[CH3:23][O:24][CH2:25][CH2:26][O:27][C:28](=[O:53])[NH:29][C@H:30]([C:35]([NH:37][C@@H:38]([CH2:46][C:47]1[CH:52]=[CH:51][CH:50]=[CH:49][CH:48]=1)[CH:39]([OH:45])[C:40]([NH:42][CH2:43][CH3:44])=[O:41])=[O:36])[CH2:31][CH:32]([CH3:34])[CH3:33].S([O-])([O-])(=O)=S.[Na+].[Na+].C(=O)([O-])O.[Na+]. The catalyst is ClCCl. The product is [CH3:23][O:24][CH2:25][CH2:26][O:27][C:28](=[O:53])[NH:29][C@H:30]([C:35]([NH:37][C@@H:38]([CH2:46][C:47]1[CH:52]=[CH:51][CH:50]=[CH:49][CH:48]=1)[C:39](=[O:45])[C:40](=[O:41])[NH:42][CH2:43][CH3:44])=[O:36])[CH2:31][CH:32]([CH3:34])[CH3:33]. The yield is 0.880. (2) The reactants are [F:1][C:2]1[CH:10]=[C:9]2[C:5]([C:6]([C:20]3[CH:35]=[CH:34][C:23]4[N:24]=[C:25]([CH2:27][CH:28]5[CH2:33][CH2:32][NH:31][CH2:30][CH2:29]5)[O:26][C:22]=4[CH:21]=3)=[CH:7][N:8]2[S:11]([C:14]2[CH:19]=[CH:18][CH:17]=[CH:16][CH:15]=2)(=[O:13])=[O:12])=[CH:4][CH:3]=1.[CH3:36][S:37](Cl)(=[O:39])=[O:38].O. The catalyst is C(Cl)Cl. The product is [F:1][C:2]1[CH:10]=[C:9]2[C:5]([C:6]([C:20]3[CH:35]=[CH:34][C:23]4[N:24]=[C:25]([CH2:27][CH:28]5[CH2:29][CH2:30][N:31]([S:37]([CH3:36])(=[O:39])=[O:38])[CH2:32][CH2:33]5)[O:26][C:22]=4[CH:21]=3)=[CH:7][N:8]2[S:11]([C:14]2[CH:19]=[CH:18][CH:17]=[CH:16][CH:15]=2)(=[O:13])=[O:12])=[CH:4][CH:3]=1. The yield is 0.680.